This data is from Reaction yield outcomes from USPTO patents with 853,638 reactions. The task is: Predict the reaction yield, written as a fraction of the theoretical maximum amount of product (1.0 means a 100% yield; for example, 0.34 means a 34% yield). (1) The reactants are [CH3:1][C:2]1[CH:7]=[CH:6][C:5]([S:8]([NH:11][NH:12][C:13]2[C:22]3[C:17](=[C:18]([N+:23]([O-])=O)[CH:19]=[CH:20][CH:21]=3)[N:16]=[CH:15][N:14]=2)(=[O:10])=[O:9])=[CH:4][CH:3]=1.Cl[Sn]Cl. The catalyst is Cl.CCO. The product is [NH2:23][C:18]1[CH:19]=[CH:20][CH:21]=[C:22]2[C:17]=1[N:16]=[CH:15][N:14]=[C:13]2[NH:12][NH:11][S:8]([C:5]1[CH:4]=[CH:3][C:2]([CH3:1])=[CH:7][CH:6]=1)(=[O:10])=[O:9]. The yield is 0.650. (2) The reactants are [F:1][C:2]1[C:3]([NH2:9])=[N:4][C:5](=[O:8])[NH:6][CH:7]=1.C(=O)([O-])[O-].[K+].[K+].Br[CH2:17][C:18]([O:20][CH2:21][CH3:22])=[O:19]. The catalyst is CN(C)C=O. The product is [NH2:9][C:3]1[C:2]([F:1])=[CH:7][N:6]([CH2:17][C:18]([O:20][CH2:21][CH3:22])=[O:19])[C:5](=[O:8])[N:4]=1. The yield is 0.390. (3) The reactants are [Br:1][C:2]1[CH:10]=[C:9]2[C:5]([CH2:6][C:7]3([CH2:30][CH2:29][CH:28]([O:31][CH3:32])[CH2:27][CH2:26]3)[C:8]2([NH:16][S:17]([CH2:20][CH2:21][Si:22]([CH3:25])([CH3:24])[CH3:23])(=[O:19])=[O:18])[C:11]([O:13][CH2:14][CH3:15])=C)=[CH:4][CH:3]=1.C([O-])([O-])=[O:34].[K+].[K+].FC(F)CI. The yield is 0.770. The product is [Br:1][C:2]1[CH:10]=[C:9]2[C:5]([CH2:6][C:7]3([CH2:30][CH2:29][CH:28]([O:31][CH3:32])[CH2:27][CH2:26]3)[C:8]2([NH:16][S:17]([CH2:20][CH2:21][Si:22]([CH3:25])([CH3:24])[CH3:23])(=[O:18])=[O:19])[C:11]([O:13][CH2:14][CH3:15])=[O:34])=[CH:4][CH:3]=1. The catalyst is CC#N. (4) The reactants are Cl.Cl.[CH:3]([N:6]([C:8]([C:10]1[N:19]=[C:18]2[N:12]([CH2:13][CH2:14][O:15][C:16]3[CH:23]=[C:22]([Br:24])[CH:21]=[CH:20][C:17]=32)[CH:11]=1)=[O:9])[NH2:7])([CH3:5])[CH3:4].[CH3:25][O:26][CH2:27][C:28](Cl)=[O:29]. The yield is 0.860. The catalyst is C(Cl)Cl. The product is [CH:3]([N:6]([C:8]([C:10]1[N:19]=[C:18]2[N:12]([CH2:13][CH2:14][O:15][C:16]3[CH:23]=[C:22]([Br:24])[CH:21]=[CH:20][C:17]=32)[CH:11]=1)=[O:9])[NH:7][C:28](=[O:29])[CH2:27][O:26][CH3:25])([CH3:5])[CH3:4]. (5) The reactants are [Cl:1][C:2]1[CH:7]=[CH:6][CH:5]=[C:4]([Cl:8])[C:3]=1[CH2:9][CH2:10][C:11]1[C:15]([CH2:16][OH:17])=[C:14]([CH:18]([CH3:20])[CH3:19])[O:13][N:12]=1.O[C:22]1[CH:27]=[CH:26][C:25]([C:28]2[CH:29]=[C:30]3[C:35](=[CH:36][CH:37]=2)[C:34]([C:38]([O:40][CH2:41][CH3:42])=[O:39])=[CH:33][CH:32]=[CH:31]3)=[CH:24][CH:23]=1.C1(P(C2C=CC=CC=2)C2C=CC=CC=2)C=CC=CC=1.N(C(OC(C)C)=O)=NC(OC(C)C)=O. The catalyst is C1(C)C=CC=CC=1. The product is [Cl:1][C:2]1[CH:7]=[CH:6][CH:5]=[C:4]([Cl:8])[C:3]=1[CH2:9][CH2:10][C:11]1[C:15]([CH2:16][O:17][C:22]2[CH:23]=[CH:24][C:25]([C:28]3[CH:29]=[C:30]4[C:35](=[CH:36][CH:37]=3)[C:34]([C:38]([O:40][CH2:41][CH3:42])=[O:39])=[CH:33][CH:32]=[CH:31]4)=[CH:26][CH:27]=2)=[C:14]([CH:18]([CH3:20])[CH3:19])[O:13][N:12]=1. The yield is 0.516. (6) The yield is 0.990. The reactants are [CH:1]1([OH:11])[C:10]2[C:5](=[CH:6][CH:7]=[CH:8][CH:9]=2)[CH2:4][CH2:3][CH2:2]1.[H-].[Na+].[Cl:14][C:15]1[CH:20]=[C:19]([N+]([O-])=O)[CH:18]=[CH:17][N:16]=1. No catalyst specified. The product is [Cl:14][C:15]1[CH:20]=[C:19]([O:11][CH:1]2[C:10]3[C:5](=[CH:6][CH:7]=[CH:8][CH:9]=3)[CH2:4][CH2:3][CH2:2]2)[CH:18]=[CH:17][N:16]=1. (7) The reactants are [C:1]([C:3]1[CH:8]=[CH:7][CH:6]=[CH:5][C:4]=1[B:9]([OH:11])[OH:10])#[N:2].[CH2:12](O)[CH2:13][CH2:14]O. The catalyst is C(Cl)Cl. The product is [O:10]1[CH2:14][CH2:13][CH2:12][O:11][B:9]1[C:4]1[CH:5]=[CH:6][CH:7]=[CH:8][C:3]=1[C:1]#[N:2]. The yield is 0.572.